This data is from Forward reaction prediction with 1.9M reactions from USPTO patents (1976-2016). The task is: Predict the product of the given reaction. (1) Given the reactants [CH3:1][C:2]1[CH:7]=[C:6]([N:8]2[CH2:12][CH2:11][CH:10]([CH2:13][N:14]3[CH2:18][CH2:17][CH2:16][CH:15]3[CH3:19])[CH2:9]2)[CH:5]=[CH:4][C:3]=1[NH2:20].[CH3:21][C:22]1[CH:23]=[C:24]2[C:29](=[CH:30][CH:31]=1)[O:28][C:27]([C:32](O)=[O:33])=[CH:26][C:25]2=[O:35], predict the reaction product. The product is: [CH3:1][C:2]1[CH:7]=[C:6]([N:8]2[CH2:12][CH2:11][CH:10]([CH2:13][N:14]3[CH2:18][CH2:17][CH2:16][CH:15]3[CH3:19])[CH2:9]2)[CH:5]=[CH:4][C:3]=1[NH:20][C:32]([C:27]1[O:28][C:29]2[C:24]([C:25](=[O:35])[CH:26]=1)=[CH:23][C:22]([CH3:21])=[CH:31][CH:30]=2)=[O:33]. (2) Given the reactants [NH2:1][C:2]1[N:7]=[C:6]([NH:8][CH2:9][CH2:10][CH2:11][N:12]2[CH2:16][CH2:15][CH2:14][C:13]2=[O:17])[CH:5]=[C:4](Cl)[N:3]=1.[CH3:19][C:20]1[CH:25]=[CH:24][C:23]([S:26]([N:29]2[CH2:34][CH2:33][O:32][CH2:31][CH2:30]2)(=[O:28])=[O:27])=[CH:22][C:21]=1B(O)O.C(=O)([O-])[O-].[K+].[K+], predict the reaction product. The product is: [NH2:1][C:2]1[N:7]=[C:6]([NH:8][CH2:9][CH2:10][CH2:11][N:12]2[CH2:16][CH2:15][CH2:14][C:13]2=[O:17])[CH:5]=[C:4]([C:21]2[CH:22]=[C:23]([S:26]([N:29]3[CH2:34][CH2:33][O:32][CH2:31][CH2:30]3)(=[O:28])=[O:27])[CH:24]=[CH:25][C:20]=2[CH3:19])[N:3]=1. (3) Given the reactants [C:1]([O:5][C:6](=[O:18])[N:7]([CH2:9][CH2:10][C:11]1[CH:16]=[CH:15][C:14]([OH:17])=[CH:13][CH:12]=1)[CH3:8])([CH3:4])([CH3:3])[CH3:2].Cl[C:20]1[CH:28]=[CH:27][C:23]([C:24]([NH2:26])=[O:25])=[CH:22][N:21]=1.C(=O)([O-])[O-].[Cs+].[Cs+], predict the reaction product. The product is: [C:1]([O:5][C:6](=[O:18])[N:7]([CH2:9][CH2:10][C:11]1[CH:12]=[CH:13][C:14]([O:17][C:20]2[CH:28]=[CH:27][C:23]([C:24](=[O:25])[NH2:26])=[CH:22][N:21]=2)=[CH:15][CH:16]=1)[CH3:8])([CH3:4])([CH3:2])[CH3:3]. (4) Given the reactants C1(P(C2C=CC=CC=2)C2C=CC=CC=2)C=CC=CC=1.[CH2:20]([O:38][CH2:39][C@@H:40]([N:50]=[N+]=[N-])[CH2:41][CH2:42][CH2:43][CH2:44][CH2:45][CH2:46][CH2:47][CH2:48][CH3:49])[CH2:21][CH2:22][CH2:23][CH2:24][CH2:25][CH2:26][CH2:27]/[CH:28]=[CH:29]\[CH2:30]/[CH:31]=[CH:32]\[CH2:33][CH2:34][CH2:35][CH2:36][CH3:37], predict the reaction product. The product is: [CH2:20]([O:38][CH2:39][C@@H:40]([NH2:50])[CH2:41][CH2:42][CH2:43][CH2:44][CH2:45][CH2:46][CH2:47][CH2:48][CH3:49])[CH2:21][CH2:22][CH2:23][CH2:24][CH2:25][CH2:26][CH2:27]/[CH:28]=[CH:29]\[CH2:30]/[CH:31]=[CH:32]\[CH2:33][CH2:34][CH2:35][CH2:36][CH3:37]. (5) Given the reactants C([C@@H]1N(C(=O)C2C=CC(OC3C=CC=CC=3)=CC=2)C[C@H](CC(C)C)NC1=O)C(C)C.[CH2:31]([C@@H:35]1[NH:40][CH2:39][C@H:38]([CH2:41][CH:42]([CH3:44])[CH3:43])[NH:37][C:36]1=[O:45])[CH:32]([CH3:34])[CH3:33].[C:46]1([C:52]2[NH:53][CH:54]=[C:55]([C:57](O)=[O:58])[N:56]=2)[CH:51]=[CH:50][CH:49]=[CH:48][CH:47]=1, predict the reaction product. The product is: [CH2:31]([C@@H:35]1[N:40]([C:57]([C:55]2[N:56]=[C:52]([C:46]3[CH:47]=[CH:48][CH:49]=[CH:50][CH:51]=3)[NH:53][CH:54]=2)=[O:58])[CH2:39][C@H:38]([CH2:41][CH:42]([CH3:44])[CH3:43])[NH:37][C:36]1=[O:45])[CH:32]([CH3:34])[CH3:33]. (6) Given the reactants Cl[C:2]1[N:7]=[C:6]([C:8]2[O:9][CH:10]=[CH:11][CH:12]=2)[N:5]=[C:4]([NH:13][C:14](=[O:16])[CH3:15])[CH:3]=1.C([Sn](CCCC)(CCCC)[C:22]1[S:23][C:24]2[CH:30]=[CH:29][CH:28]=[CH:27][C:25]=2[N:26]=1)CCC, predict the reaction product. The product is: [S:23]1[C:24]2[CH:30]=[CH:29][CH:28]=[CH:27][C:25]=2[N:26]=[C:22]1[C:2]1[N:7]=[C:6]([C:8]2[O:9][CH:10]=[CH:11][CH:12]=2)[N:5]=[C:4]([NH:13][C:14](=[O:16])[CH3:15])[CH:3]=1. (7) The product is: [Cl:1][C:2]1[N:3]=[C:4]([NH:24][C:23]2[CH:25]=[CH:26][C:20]([F:19])=[C:21]([C:27]([F:30])([F:28])[F:29])[CH:22]=2)[CH:5]=[C:6]([Cl:8])[N:7]=1.[Cl:9][C:4]1[CH:5]=[C:6]([Cl:8])[N:7]=[C:2]([NH:24][C:23]2[CH:25]=[CH:26][C:20]([F:19])=[C:21]([C:27]([F:30])([F:28])[F:29])[CH:22]=2)[N:3]=1. Given the reactants [Cl:1][C:2]1[N:7]=[C:6]([Cl:8])[CH:5]=[C:4]([Cl:9])[N:3]=1.C(N(C(C)C)CC)(C)C.[F:19][C:20]1[CH:26]=[CH:25][C:23]([NH2:24])=[CH:22][C:21]=1[C:27]([F:30])([F:29])[F:28], predict the reaction product. (8) Given the reactants Br[C:2]1[CH:9]=[CH:8][C:5]([CH:6]=[O:7])=[C:4]([Cl:10])[CH:3]=1.[C:11]1(B(O)O)[CH:16]=[CH:15][CH:14]=[CH:13][CH:12]=1.C(=O)([O-])[O-].[K+].[K+].CCCCCCC.C(Cl)(Cl)Cl, predict the reaction product. The product is: [Cl:10][C:4]1[CH:3]=[C:2]([C:11]2[CH:16]=[CH:15][CH:14]=[CH:13][CH:12]=2)[CH:9]=[CH:8][C:5]=1[CH:6]=[O:7]. (9) Given the reactants [NH2:1][C:2]1[CH:3]=[CH:4][C:5]([N:8]2[CH2:13][CH2:12][CH:11]([C:14]([C:16]3[CH:21]=[CH:20][CH:19]=[CH:18][CH:17]=3)=[O:15])[CH2:10][CH2:9]2)=[N:6][CH:7]=1.[CH3:22][O:23][C:24]1[CH:29]=[CH:28][C:27]([CH3:30])=[CH:26][C:25]=1[N:31]=[C:32]=[O:33].CO, predict the reaction product. The product is: [C:14]([CH:11]1[CH2:10][CH2:9][N:8]([C:5]2[CH:4]=[CH:3][C:2]([NH:1][C:32]([NH:31][C:25]3[CH:26]=[C:27]([CH3:30])[CH:28]=[CH:29][C:24]=3[O:23][CH3:22])=[O:33])=[CH:7][N:6]=2)[CH2:13][CH2:12]1)(=[O:15])[C:16]1[CH:17]=[CH:18][CH:19]=[CH:20][CH:21]=1. (10) Given the reactants Cl[C:2]1[C:11]2[C:6](=[CH:7][C:8]([Cl:12])=[CH:9][CH:10]=2)[N:5]=[CH:4][CH:3]=1.[NH2:13][C@H:14]1[CH2:19][CH2:18][C@H:17]([NH2:20])[CH2:16][CH2:15]1.[OH-].[Na+].C(OCC)(=O)C, predict the reaction product. The product is: [CH2:15]1[CH:14]([NH2:13])[CH2:19][CH2:18][CH:17]([NH:20][C:2]2[CH:3]=[CH:4][N:5]=[C:6]3[C:11]=2[CH:10]=[CH:9][C:8]([Cl:12])=[CH:7]3)[CH2:16]1.